From a dataset of Full USPTO retrosynthesis dataset with 1.9M reactions from patents (1976-2016). Predict the reactants needed to synthesize the given product. (1) Given the product [CH3:1][O:2][C:3](=[O:32])[C:4]1[CH:9]=[C:8]([Br:42])[CH:7]=[C:6]([N:11]2[C:15]([CH3:16])=[CH:14][CH:13]=[C:12]2[C:17]2[CH:22]=[C:21]([Cl:23])[CH:20]=[CH:19][C:18]=2[O:24][CH2:25][C:26]2[CH:31]=[CH:30][CH:29]=[CH:28][CH:27]=2)[CH:5]=1, predict the reactants needed to synthesize it. The reactants are: [CH3:1][O:2][C:3](=[O:32])[C:4]1[C:9](Cl)=[CH:8][CH:7]=[C:6]([N:11]2[C:15]([CH3:16])=[CH:14][CH:13]=[C:12]2[C:17]2[CH:22]=[C:21]([Cl:23])[CH:20]=[CH:19][C:18]=2[O:24][CH2:25][C:26]2[CH:31]=[CH:30][CH:29]=[CH:28][CH:27]=2)[CH:5]=1.COC(=O)C1C=C([Br:42])C=C(N)C=1. (2) Given the product [CH:22]1([NH:25][C:2]2[C:11]3[C:6](=[CH:7][CH:8]=[CH:9][CH:10]=3)[N:5]=[C:4]3[N:12]([C:16]4[CH:21]=[CH:20][CH:19]=[CH:18][N:17]=4)[N:13]=[C:14]([CH3:15])[C:3]=23)[CH2:24][CH2:23]1, predict the reactants needed to synthesize it. The reactants are: Cl[C:2]1[C:11]2[C:6](=[CH:7][CH:8]=[CH:9][CH:10]=2)[N:5]=[C:4]2[N:12]([C:16]3[CH:21]=[CH:20][CH:19]=[CH:18][N:17]=3)[N:13]=[C:14]([CH3:15])[C:3]=12.[CH:22]1([NH2:25])[CH2:24][CH2:23]1. (3) Given the product [CH3:27][O:28][C:29]([CH:11]1[C:12](=[O:24])[CH2:13][CH:14]2[N:16]([C:17]([O:19][C:20]([CH3:23])([CH3:22])[CH3:21])=[O:18])[CH:10]1[CH2:9][N:8]([C:6]([O:5][C:1]([CH3:4])([CH3:3])[CH3:2])=[O:7])[CH2:15]2)=[O:30], predict the reactants needed to synthesize it. The reactants are: [C:1]([O:5][C:6]([N:8]1[CH2:15][CH:14]2[N:16]([C:17]([O:19][C:20]([CH3:23])([CH3:22])[CH3:21])=[O:18])[CH:10]([CH2:11][C:12](=[O:24])[CH2:13]2)[CH2:9]1)=[O:7])([CH3:4])([CH3:3])[CH3:2].[H-].[Na+].[CH3:27][O:28][C:29](=O)[O:30]C. (4) The reactants are: [CH3:1][C:2]1[CH:7]=[CH:6][N:5]=[C:4]([NH:8][C:9]2[N:14]=[C:13]([C:15]3[O:19][C:18]([NH:20][CH2:21][C:22]4[CH:27]=[CH:26]N=[CH:24][CH:23]=4)=[N:17][CH:16]=3)[CH:12]=[CH:11][CH:10]=2)[CH:3]=1.Cl[C:29]1[O:30][CH:31]=CN=1.COC1C=CC(CN)=CC=1. Given the product [CH3:29][O:30][C:31]1[CH:26]=[CH:27][C:22]([CH2:21][NH:20][C:18]2[O:19][C:15]([C:13]3[CH:12]=[CH:11][CH:10]=[C:9]([NH:8][C:4]4[CH:3]=[C:2]([CH3:1])[CH:7]=[CH:6][N:5]=4)[N:14]=3)=[CH:16][N:17]=2)=[CH:23][CH:24]=1, predict the reactants needed to synthesize it. (5) The reactants are: [F:1][C:2]1[CH:3]=[C:4]([C:9]2([O:15][CH3:16])[CH2:13][CH2:12][N:11]([CH3:14])[CH2:10]2)[CH:5]=[CH:6][C:7]=1[F:8].ClC1C=C(C=CC=1)C(OO)=[O:22]. Given the product [F:1][C:2]1[CH:3]=[C:4]([C:9]2([O:15][CH3:16])[CH2:13][CH2:12][N+:11]([O-:22])([CH3:14])[CH2:10]2)[CH:5]=[CH:6][C:7]=1[F:8], predict the reactants needed to synthesize it.